This data is from Forward reaction prediction with 1.9M reactions from USPTO patents (1976-2016). The task is: Predict the product of the given reaction. (1) Given the reactants [OH-].[Na+].[C:3]([O:7][C:8]([NH:10][CH2:11][CH2:12][N:13]([CH3:43])[C@@H:14]1[CH2:21][N:20]2[C:22]3[CH:23]=[C:24]([C:35]([O:37]C)=[O:36])[CH:25]=[CH:26][C:27]=3[C:28]([CH:29]3[CH2:34][CH2:33][CH2:32][CH2:31][CH2:30]3)=[C:19]2[C:18]2[CH:39]=[CH:40][CH:41]=[CH:42][C:17]=2[O:16][CH2:15]1)=[O:9])([CH3:6])([CH3:5])[CH3:4], predict the reaction product. The product is: [C:3]([O:7][C:8]([NH:10][CH2:11][CH2:12][N:13]([CH3:43])[C@@H:14]1[CH2:21][N:20]2[C:22]3[CH:23]=[C:24]([C:35]([OH:37])=[O:36])[CH:25]=[CH:26][C:27]=3[C:28]([CH:29]3[CH2:30][CH2:31][CH2:32][CH2:33][CH2:34]3)=[C:19]2[C:18]2[CH:39]=[CH:40][CH:41]=[CH:42][C:17]=2[O:16][CH2:15]1)=[O:9])([CH3:6])([CH3:5])[CH3:4]. (2) The product is: [NH:63]([C:72]([O:74][CH2:75][CH:76]1[C:77]2[C:82](=[CH:81][CH:80]=[CH:79][CH:78]=2)[C:83]2[C:88]1=[CH:87][CH:86]=[CH:85][CH:84]=2)=[O:73])[C@H:64]([C:69]([OH:71])=[O:70])[CH2:65][CH:66]([CH3:68])[CH3:67].[CH3:91][C:90]([NH:101][CH2:102][CH:103]([OH:119])[CH2:104][O:105][C:106]1[C:111]2[C:112]3[C:117]([NH:118][C:110]=2[CH:109]=[CH:108][CH:107]=1)=[CH:116][CH:115]=[CH:114][CH:113]=3)([C:92]1[CH:97]=[CH:96][C:95]([N:98]=[N+:99]=[N-:100])=[CH:94][CH:93]=1)[CH3:89].[CH3:1][C:2]1[C@@H:19]([O:20][C:21]([C@H:23]([OH:40])[C@@H:24]([NH:31][C:32]([C:34]2[CH:39]=[CH:38][CH:37]=[CH:36][CH:35]=2)=[O:33])[C:25]2[CH:26]=[CH:27][CH:28]=[CH:29][CH:30]=2)=[O:22])[CH2:18][C@:14]2([OH:41])[C:15]([CH3:16])([CH3:17])[C:3]=1[C@@H:4]([O:59][C:60]([CH3:62])=[O:61])[C:5]([C@@:7]1([CH3:58])[C@H:12]([C@@H:13]2[O:42][C:43]([C:45]2[CH:50]=[CH:49][CH:48]=[CH:47][CH:46]=2)=[O:44])[C@:11]2([O:53][C:54]([CH3:56])=[O:55])[CH2:51][O:52][C@@H:10]2[CH2:9][C@@H:8]1[OH:57])=[O:6]. Given the reactants [CH3:1][C:2]1[C@@H:19]([O:20][C:21]([C@H:23]([OH:40])[C@@H:24]([NH:31][C:32]([C:34]2[CH:35]=[CH:36][CH:37]=[CH:38][CH:39]=2)=[O:33])[C:25]2[CH:26]=[CH:27][CH:28]=[CH:29][CH:30]=2)=[O:22])[CH2:18][C@:14]2([OH:41])[C:15]([CH3:17])([CH3:16])[C:3]=1[C@@H:4]([O:59][C:60]([CH3:62])=[O:61])[C:5]([C@@:7]1([CH3:58])[C@H:12]([C@@H:13]2[O:42][C:43]([C:45]2[CH:46]=[CH:47][CH:48]=[CH:49][CH:50]=2)=[O:44])[C@:11]2([O:53][C:54]([CH3:56])=[O:55])[CH2:51][O:52][C@@H:10]2[CH2:9][C@@H:8]1[OH:57])=[O:6].[NH:63]([C:72]([O:74][CH2:75][CH:76]1[C:88]2[C:83](=[CH:84][CH:85]=[CH:86][CH:87]=2)[C:82]2[C:77]1=[CH:78][CH:79]=[CH:80][CH:81]=2)=[O:73])[C@H:64]([C:69]([OH:71])=[O:70])[CH2:65][CH:66]([CH3:68])[CH3:67].[CH3:89][C:90]([NH:101][CH2:102][CH:103]([OH:119])[CH2:104][O:105][C:106]1[C:111]2[C:112]3[C:117]([NH:118][C:110]=2[CH:109]=[CH:108][CH:107]=1)=[CH:116][CH:115]=[CH:114][CH:113]=3)([C:92]1[CH:97]=[CH:96][C:95]([N:98]=[N+:99]=[N-:100])=[CH:94][CH:93]=1)[CH3:91], predict the reaction product. (3) The product is: [C:15]1([C:23]2[CH:24]=[CH:25][CH:26]=[CH:27][CH:28]=2)[CH:20]=[CH:19][CH:18]=[CH:17][C:16]=1[CH2:21][N:12]1[CH2:11][CH2:10][N:9]([C:3]2[CH:4]=[CH:5][CH:6]=[C:7]([CH3:8])[C:2]=2[CH3:1])[CH2:14][CH2:13]1. Given the reactants [CH3:1][C:2]1[C:7]([CH3:8])=[CH:6][CH:5]=[CH:4][C:3]=1[N:9]1[CH2:14][CH2:13][NH:12][CH2:11][CH2:10]1.[C:15]1([C:23]2[CH:28]=[CH:27][CH:26]=[CH:25][CH:24]=2)[C:16]([CH:21]=O)=[CH:17][CH:18]=[CH:19][CH:20]=1.[BH-](OC(C)=O)(OC(C)=O)OC(C)=O.[Na+].C1(C2C=CC=CC=2)C=CC=CC=1CN1CCN(C2C=CC=CC=2)CC1, predict the reaction product. (4) Given the reactants N1C=CC=CC=1.[CH2:7]([O:14][C:15](=[O:26])[C:16]1[CH:21]=[CH:20][C:19]([O:22][C:23](Cl)=[O:24])=[CH:18][CH:17]=1)[C:8]1[CH:13]=[CH:12][CH:11]=[CH:10][CH:9]=1.Cl.[CH2:28]1[C:37]2[C:32](=[CH:33][CH:34]=[CH:35][CH:36]=2)[CH2:31][CH2:30][N:29]1[NH2:38], predict the reaction product. The product is: [CH2:7]([O:14][C:15](=[O:26])[C:16]1[CH:21]=[CH:20][C:19]([O:22][C:23](=[O:24])[NH:38][N:29]2[CH2:30][CH2:31][C:32]3[C:37](=[CH:36][CH:35]=[CH:34][CH:33]=3)[CH2:28]2)=[CH:18][CH:17]=1)[C:8]1[CH:13]=[CH:12][CH:11]=[CH:10][CH:9]=1. (5) Given the reactants [C:1](=[NH:20])([O:3][CH2:4][CH2:5][C:6]1[CH:11]=[CH:10][C:9]([O:12][C:13]2[CH:18]=[CH:17][CH:16]=[C:15]([CH3:19])[N:14]=2)=[CH:8][CH:7]=1)[NH2:2].[CH:21]([CH:23]([CH2:28][C:29]1[CH:30]=[N:31][C:32]([O:35][CH3:36])=[N:33][CH:34]=1)[C:24](OC)=O)=[O:22].C([O-])([O-])=O.[K+].[K+], predict the reaction product. The product is: [CH3:36][O:35][C:32]1[N:31]=[CH:30][C:29]([CH2:28][C:23]2[C:21](=[O:22])[N:20]=[C:1]([O:3][CH2:4][CH2:5][C:6]3[CH:7]=[CH:8][C:9]([O:12][C:13]4[CH:18]=[CH:17][CH:16]=[C:15]([CH3:19])[N:14]=4)=[CH:10][CH:11]=3)[NH:2][CH:24]=2)=[CH:34][N:33]=1. (6) Given the reactants [SH:1][C:2]1[CH:7]=[CH:6][C:5]([O:8][CH2:9][C:10]([O:12][CH2:13][CH3:14])=[O:11])=[C:4]([CH3:15])[CH:3]=1.[Br:16][C:17]1[N:22]=[C:21]([CH:23](O)[CH2:24][O:25][CH2:26][CH3:27])[CH:20]=[CH:19][CH:18]=1.C1C=CC(P(C2C=CC=CC=2)C2C=CC=CC=2)=CC=1.CC(OC(/N=N/C(OC(C)C)=O)=O)C, predict the reaction product. The product is: [Br:16][C:17]1[N:22]=[C:21]([CH:23]([S:1][C:2]2[CH:7]=[CH:6][C:5]([O:8][CH2:9][C:10]([O:12][CH2:13][CH3:14])=[O:11])=[C:4]([CH3:15])[CH:3]=2)[CH2:24][O:25][CH2:26][CH3:27])[CH:20]=[CH:19][CH:18]=1. (7) Given the reactants S1[C:5]2[CH:6]=[CH:7][CH:8]=[CH:9][C:4]=2[C:3](=O)N1.C1([S:17](=S)([O-])=O)C=CC=CC=1.[Na+].[Ag:22].[Te].O[NH:25][C:26]1[N:31]=C(NO)N=C(N(CC)CC)N=1, predict the reaction product. The product is: [CH3:3][C:4]1[CH:9]=[CH:8][C:7]2[N:25]=[C:26]([SH:17])[NH:31][C:6]=2[CH:5]=1.[Ag:22].